Predict the reaction yield, written as a fraction of the theoretical maximum amount of product (1.0 means a 100% yield; for example, 0.34 means a 34% yield). From a dataset of Reaction yield outcomes from USPTO patents with 853,638 reactions. (1) The reactants are [CH:1]1([CH:7]([NH:26][C:27]2[CH:32]=[CH:31][C:30]([C:33]([N:35]([CH3:43])[CH2:36][CH2:37][C:38]([O:40]CC)=[O:39])=[O:34])=[CH:29][CH:28]=2)[C:8]2[O:9][C:10]3[CH:17]=[CH:16][C:15]([O:18][CH2:19][C:20]4[CH:21]=[N:22][CH:23]=[CH:24][CH:25]=4)=[CH:14][C:11]=3[C:12]=2[CH3:13])[CH2:6][CH2:5][CH2:4][CH2:3][CH2:2]1.[OH-].[Na+]. The catalyst is C(O)C. The product is [CH:1]1([CH:7]([NH:26][C:27]2[CH:28]=[CH:29][C:30]([C:33]([N:35]([CH3:43])[CH2:36][CH2:37][C:38]([OH:40])=[O:39])=[O:34])=[CH:31][CH:32]=2)[C:8]2[O:9][C:10]3[CH:17]=[CH:16][C:15]([O:18][CH2:19][C:20]4[CH:21]=[N:22][CH:23]=[CH:24][CH:25]=4)=[CH:14][C:11]=3[C:12]=2[CH3:13])[CH2:6][CH2:5][CH2:4][CH2:3][CH2:2]1. The yield is 0.950. (2) The reactants are [CH3:1][N:2]1[CH2:7][CH2:6][N:5]([C:8]2[N:13]=[CH:12][C:11]([N+:14]([O-])=O)=[CH:10][N:9]=2)[CH2:4][CH2:3]1.C(O)(=O)C. The catalyst is CO.[Fe]. The product is [CH3:1][N:2]1[CH2:3][CH2:4][N:5]([C:8]2[N:9]=[CH:10][C:11]([NH2:14])=[CH:12][N:13]=2)[CH2:6][CH2:7]1. The yield is 0.780.